This data is from Full USPTO retrosynthesis dataset with 1.9M reactions from patents (1976-2016). The task is: Predict the reactants needed to synthesize the given product. Given the product [CH3:4][CH2:5][CH2:6][CH2:7][CH2:8][C@H:9]([OH:33])/[CH:10]=[CH:11]/[C@@H:12]1[C@@H:16]([CH2:17]/[CH:18]=[CH:19]\[CH2:20][CH2:21][CH2:22][C:23]([OH:25])=[O:24])[C:15](=[O:31])[CH2:14][C@H:13]1[OH:32].[CH3:4][CH2:5][CH2:6][CH2:7][CH2:8][C@H:9]([OH:33])/[CH:10]=[CH:11]/[C@H:12]1[C:13](=[O:32])[CH2:14][C@H:15]([OH:31])[C@@H:16]1[CH2:17]/[CH:18]=[CH:19]\[CH2:20][CH2:21][CH2:22][C:23]([OH:25])=[O:24], predict the reactants needed to synthesize it. The reactants are: C(#N)C.[CH3:4][CH2:5][CH2:6][CH2:7][CH2:8][C@H:9]([OH:33])/[CH:10]=[CH:11]/[C@@H:12]1[C@@H:16]([CH2:17]/[CH:18]=[CH:19]\[CH2:20][CH2:21][CH2:22][C:23]([O:25]CC(O)CO)=[O:24])[C@H:15]2[O:31][O:32][C@@H:13]1[CH2:14]2.OC(CCCCC)C=CC=CCC=CCCCC(O)=O.